This data is from Full USPTO retrosynthesis dataset with 1.9M reactions from patents (1976-2016). The task is: Predict the reactants needed to synthesize the given product. (1) Given the product [CH2:13]1[C@@H:19]2[CH2:18][CH2:23][CH2:22][CH2:21][C@H:12]2[CH2:10][O:11][S:15](=[O:24])(=[O:16])[O:14]1, predict the reactants needed to synthesize it. The reactants are: I([O-])(=O)(=O)=O.[Na+].CCO[C:10]([CH3:12])=[O:11].[CH2:13]1[C@@H:19]2C[CH2:21][CH2:22][CH2:23][C@H:18]2C[O:16][S:15](=[O:24])[O:14]1. (2) Given the product [CH3:27][O:28][C:29]1[CH:30]=[C:31]([CH:34]=[CH:35][CH:36]=1)[CH2:32][NH:33][C:12]([C:9]1[CH:10]=[C:11]2[C:6]([CH:5]=[CH:4][N:3]([CH2:15][C:16]3[CH:17]=[CH:18][C:19]([C:22]4[N:23]=[N:24][NH:25][N:26]=4)=[CH:20][CH:21]=3)[C:2]2=[O:1])=[CH:7][CH:8]=1)=[O:14], predict the reactants needed to synthesize it. The reactants are: [O:1]=[C:2]1[C:11]2[C:6](=[CH:7][CH:8]=[C:9]([C:12]([OH:14])=O)[CH:10]=2)[CH:5]=[CH:4][N:3]1[CH2:15][C:16]1[CH:21]=[CH:20][C:19]([C:22]2[N:23]=[N:24][NH:25][N:26]=2)=[CH:18][CH:17]=1.[CH3:27][O:28][C:29]1[CH:30]=[C:31]([CH:34]=[CH:35][CH:36]=1)[CH2:32][NH2:33]. (3) The reactants are: Cl[C:2]1[CH:3]=[C:4]([CH:8]=[CH:9][CH:10]=1)[N:5]([CH3:7])[CH3:6].[C:11]([C:15]1[CH:20]=[CH:19][CH:18]=[CH:17][CH:16]=1)(=[O:14])[CH2:12][CH3:13].C(O[Na])(C)(C)C. Given the product [CH3:6][N:5]([C:4]1[CH:3]=[C:2]([CH:12]([CH3:13])[C:11]([C:15]2[CH:20]=[CH:19][CH:18]=[CH:17][CH:16]=2)=[O:14])[CH:10]=[CH:9][CH:8]=1)[CH3:7], predict the reactants needed to synthesize it. (4) Given the product [OH:1][C@@H:2]([CH2:28][OH:29])[CH2:3][NH:4][C:5]([C:7]1[C:8](=[O:27])[N:9]([CH3:26])[C:10]2[C:15]([C:16]=1[O-:17])=[N:14][CH:13]=[C:12]([CH2:18][C:19]1[CH:20]=[CH:21][C:22]([F:25])=[CH:23][CH:24]=1)[CH:11]=2)=[O:6].[Na+:31], predict the reactants needed to synthesize it. The reactants are: [OH:1][C@@H:2]([CH2:28][OH:29])[CH2:3][NH:4][C:5]([C:7]1[C:8](=[O:27])[N:9]([CH3:26])[C:10]2[C:15]([C:16]=1[OH:17])=[N:14][CH:13]=[C:12]([CH2:18][C:19]1[CH:24]=[CH:23][C:22]([F:25])=[CH:21][CH:20]=1)[CH:11]=2)=[O:6].[OH-].[Na+:31]. (5) Given the product [Cl:18][C:10]1[C:6]([C:2]2[S:1][CH:5]=[CH:4][CH:3]=2)=[N:7][NH:8][CH:9]=1, predict the reactants needed to synthesize it. The reactants are: [S:1]1[CH:5]=[CH:4][CH:3]=[C:2]1[C:6]1[CH:10]=[CH:9][NH:8][N:7]=1.C1C(=O)N([Cl:18])C(=O)C1.